From a dataset of Reaction yield outcomes from USPTO patents with 853,638 reactions. Predict the reaction yield, written as a fraction of the theoretical maximum amount of product (1.0 means a 100% yield; for example, 0.34 means a 34% yield). (1) The reactants are [C:1]([O:5][C:6]([N:8]1[CH2:13][CH2:12][N:11]([C:14]2[C:19]([Cl:20])=[CH:18][CH:17]=[CH:16][C:15]=2[NH2:21])[CH2:10][CH2:9]1)=[O:7])([CH3:4])([CH3:3])[CH3:2].[CH3:22][S:23](Cl)(=[O:25])=[O:24].C(N(CC)CC)C.C([O-])(O)=O.[Na+]. The catalyst is C(Cl)Cl.CCOC(C)=O. The product is [C:1]([O:5][C:6]([N:8]1[CH2:13][CH2:12][N:11]([C:14]2[C:15]([NH:21][S:23]([CH3:22])(=[O:25])=[O:24])=[CH:16][CH:17]=[CH:18][C:19]=2[Cl:20])[CH2:10][CH2:9]1)=[O:7])([CH3:4])([CH3:2])[CH3:3]. The yield is 0.700. (2) The reactants are [CH3:1][S:2][C:3]1[N:8]=[CH:7][C:6]([CH2:9]O)=[CH:5][N:4]=1.C(N(CC)CC)C.CS([Cl:22])(=O)=O. The catalyst is ClCCl. The product is [Cl:22][CH2:9][C:6]1[CH:5]=[N:4][C:3]([S:2][CH3:1])=[N:8][CH:7]=1. The yield is 0.820. (3) The reactants are [Mg].Br[C:3]1C=[CH:7][CH:6]=[CH:5][CH:4]=1.[C:9]([C:17]1[CH:22]=[CH:21][N:20]=[CH:19][CH:18]=1)(=O)[C:10]1[CH:15]=[CH:14][CH:13]=[CH:12][CH:11]=1.[Cl-].[NH4+].[O:25]1CCC[CH2:26]1. No catalyst specified. The product is [C:10]1([C:9]2[C:19]([C:18]3[CH:7]=[CH:6][CH:5]=[CH:4][CH:3]=3)=[N:20][CH:21]=[CH:22][C:17]=2[CH2:26][OH:25])[CH:11]=[CH:12][CH:13]=[CH:14][CH:15]=1. The yield is 0.970. (4) The reactants are [Br:1][C:2]1[CH:7]=[CH:6][C:5](I)=[CH:4][C:3]=1[F:9].C(=O)([O-])[O-].[Cs+].[Cs+].[CH3:16][O:17][C:18](=[O:30])[C:19]1[CH:24]=[C:23]([OH:25])[CH:22]=[C:21]([O:26][CH2:27][O:28][CH3:29])[CH:20]=1. The catalyst is N1C=CC=CC=1.[Cu]=O. The product is [CH3:16][O:17][C:18](=[O:30])[C:19]1[CH:20]=[C:21]([O:26][CH2:27][O:28][CH3:29])[CH:22]=[C:23]([O:25][C:5]2[CH:6]=[CH:7][C:2]([Br:1])=[C:3]([F:9])[CH:4]=2)[CH:24]=1. The yield is 0.650. (5) The reactants are C([O-])([O-])=O.[Cs+].[Cs+].[C:7]1([OH:13])[CH:12]=[CH:11][CH:10]=[CH:9][CH:8]=1.Br[C:15]1[CH:20]=[CH:19][C:18]([Br:21])=[CH:17][C:16]=1[N+:22]([O-:24])=[O:23].O. The catalyst is C1COCC1.C(OCC)(=O)C. The product is [Br:21][C:18]1[CH:19]=[CH:20][C:15]([O:13][C:7]2[CH:12]=[CH:11][CH:10]=[CH:9][CH:8]=2)=[C:16]([N+:22]([O-:24])=[O:23])[CH:17]=1. The yield is 0.750. (6) The reactants are [Cl:1][C:2]1[CH:3]=[C:4]([CH2:9][NH:10][C:11]([C:13]2[C:18]([OH:19])=[CH:17][C:16](=[O:20])[N:15]([CH2:21][CH2:22][O:23][CH3:24])[CH:14]=2)=[O:12])[CH:5]=[CH:6][C:7]=1[Cl:8].OC1C(C(OC)=O)=C[N:29]([CH2:33][CH2:34][O:35]C)[C:30](=[O:32])C=1.ClC1C=C(CN)C=CC=1Cl.Cl.C(OCC)(=[O:54])C. No catalyst specified. The product is [Cl:1][C:2]1[CH:3]=[C:4]([CH2:9][NH:10][C:11]([C:13]2[C:18]([OH:19])=[C:17]([C:30]([NH:29][CH2:33][C:34]([OH:35])=[O:54])=[O:32])[C:16](=[O:20])[N:15]([CH2:21][CH2:22][O:23][CH3:24])[CH:14]=2)=[O:12])[CH:5]=[CH:6][C:7]=1[Cl:8]. The yield is 0.300. (7) The reactants are [F:1][C:2]1[CH:3]=C(NC(NC(=O)CC2C=CC(F)=CC=2)=S)[CH:5]=[CH:6][C:7]=1[O:8][C:9]1[C:14]2=[C:15]([CH3:18])[CH:16]=[CH:17][N:13]2[N:12]=[CH:11][N:10]=1.[F:33][C:34]1[CH:35]=C(NC(NC(=O)CC2C=[CH:39][C:34]([F:33])=[CH:35]C=2)=S)C=C[C:39]=1OC1C2=C(C)C(OC)=CN2N=CN=1.C([N:70]([CH:73]([CH3:75])[CH3:74])[CH2:71][CH3:72])(C)C.[B-](F)(F)(F)F.CN(C([O:88]N1N=NC2C1=CC=CC=2)=[N+](C)C)C.C[N:99]([CH:101]=[O:102])[CH3:100]. No catalyst specified. The product is [F:1][C:2]1[CH:3]=[C:100]([NH:99][C:101](=[O:102])[CH2:72][C:71]([NH:70][C:73]2[CH:74]=[CH:35][C:34]([F:33])=[CH:39][CH:75]=2)=[O:88])[CH:5]=[CH:6][C:7]=1[O:8][C:9]1[C:14]2=[C:15]([CH3:18])[CH:16]=[CH:17][N:13]2[N:12]=[CH:11][N:10]=1. The yield is 0.750.